Task: Predict the product of the given reaction.. Dataset: Forward reaction prediction with 1.9M reactions from USPTO patents (1976-2016) (1) Given the reactants C([O:5][C:6]([C:8]1[C:17]2[C:12](=[CH:13][CH:14]=[CH:15][CH:16]=2)[C:11]([NH:18][C:19]([NH:21][C:22]2[CH:27]=[C:26]([C:28]([CH3:31])([CH3:30])[CH3:29])[CH:25]=[C:24]([NH:32][S:33]([CH3:36])(=[O:35])=[O:34])[C:23]=2[O:37][CH3:38])=[O:20])=[CH:10][CH:9]=1)=[O:7])(C)(C)C, predict the reaction product. The product is: [C:28]([C:26]1[CH:25]=[C:24]([NH:32][S:33]([CH3:36])(=[O:35])=[O:34])[C:23]([O:37][CH3:38])=[C:22]([NH:21][C:19](=[O:20])[NH:18][C:11]2[C:12]3[C:17](=[CH:16][CH:15]=[CH:14][CH:13]=3)[C:8]([C:6]([OH:7])=[O:5])=[CH:9][CH:10]=2)[CH:27]=1)([CH3:31])([CH3:29])[CH3:30]. (2) Given the reactants Br.Br[CH2:3][C:4]([NH:6][CH2:7][CH2:8][CH2:9][N:10]([CH2:12][CH2:13][CH2:14][C:15]1[CH:20]=[CH:19][C:18]([Cl:21])=[C:17]([Cl:22])[CH:16]=1)[CH3:11])=[O:5].[NH2:23][C:24]1[CH:33]=[CH:32][C:27]2[N:28]=[C:29]([SH:31])[S:30][C:26]=2[CH:25]=1, predict the reaction product. The product is: [NH2:23][C:24]1[CH:33]=[CH:32][C:27]2[N:28]=[C:29]([S:31][CH2:3][C:4]([NH:6][CH2:7][CH2:8][CH2:9][N:10]([CH2:12][CH2:13][CH2:14][C:15]3[CH:20]=[CH:19][C:18]([Cl:21])=[C:17]([Cl:22])[CH:16]=3)[CH3:11])=[O:5])[S:30][C:26]=2[CH:25]=1. (3) Given the reactants [CH3:1][CH2:2][C:3]1([C:11]2[CH:12]=[CH:13][C:14]([NH2:17])=[CH:15][CH:16]=2)[C:9](=[O:10])[NH:8][C:6](=[O:7])[CH2:5][CH2:4]1.[I-:18].[K+].II, predict the reaction product. The product is: [NH2:17][C:14]1[CH:13]=[CH:12][C:11]([C:3]2([CH2:2][CH3:1])[CH2:4][CH2:5][C:6](=[O:7])[NH:8][C:9]2=[O:10])=[CH:16][C:15]=1[I:18]. (4) Given the reactants Br[C:2]1[CH:3]=[CH:4][C:5](O)=[C:6]([C:8]2[CH:17]=[CH:16][C:15]3[C:10](=[CH:11][CH:12]=[C:13]([C:18]4[N:22]([CH:23]5[CH2:28][CH2:27][CH2:26][CH2:25][CH2:24]5)[C:21]5[CH:29]=[CH:30][C:31]([C:33]([OH:35])=[O:34])=[CH:32][C:20]=5[N:19]=4)[CH:14]=3)[N:9]=2)[CH:7]=1.C(OC(C1C=CC2[N:46](C3CCCCC3)C(C3C=CC(N)=C(C=O)C=3)=NC=2C=1)=O)C.NC1C=CC(C(=O)C)=CC=1.[OH-].[K+], predict the reaction product. The product is: [NH2:46][C:3]1[CH:2]=[CH:7][C:6]([C:8]2[CH:17]=[CH:16][C:15]3[C:10](=[CH:11][CH:12]=[C:13]([C:18]4[N:22]([CH:23]5[CH2:28][CH2:27][CH2:26][CH2:25][CH2:24]5)[C:21]5[CH:29]=[CH:30][C:31]([C:33]([OH:35])=[O:34])=[CH:32][C:20]=5[N:19]=4)[CH:14]=3)[N:9]=2)=[CH:5][CH:4]=1. (5) Given the reactants [CH2:1]([S:3][C:4]1[CH:12]=[CH:11][CH:10]=[CH:9][C:5]=1[C:6](O)=[O:7])[CH3:2].C(Cl)(=O)C([Cl:16])=O, predict the reaction product. The product is: [CH2:1]([S:3][C:4]1[CH:12]=[CH:11][CH:10]=[CH:9][C:5]=1[C:6]([Cl:16])=[O:7])[CH3:2]. (6) Given the reactants N[C:2]1[C:10]([Cl:11])=[CH:9][C:5]([C:6]([OH:8])=[O:7])=[C:4]([O:12][CH3:13])[CH:3]=1.Cl.N([O-])=O.[Na+].[Cu](C#N)[C:20]#[N:21].[C-]#N.[Na+], predict the reaction product. The product is: [Cl:11][C:10]1[C:2]([C:20]#[N:21])=[CH:3][C:4]([O:12][CH3:13])=[C:5]([CH:9]=1)[C:6]([OH:8])=[O:7]. (7) Given the reactants [NH:1]1[C:9]2[C:4](=[CH:5][C:6]([NH:10][C:11]3[C:12]4[C:19]5[CH2:20][CH2:21][CH:22]([C:24](OCC)=[O:25])[CH2:23][C:18]=5[S:17][C:13]=4[N:14]=[CH:15][N:16]=3)=[CH:7][CH:8]=2)[CH:3]=[N:2]1.C([AlH]CC(C)C)C(C)C.[Cl-].[NH4+], predict the reaction product. The product is: [NH:1]1[C:9]2[C:4](=[CH:5][C:6]([NH:10][C:11]3[C:12]4[C:19]5[CH2:20][CH2:21][CH:22]([CH2:24][OH:25])[CH2:23][C:18]=5[S:17][C:13]=4[N:14]=[CH:15][N:16]=3)=[CH:7][CH:8]=2)[CH:3]=[N:2]1.